Dataset: Forward reaction prediction with 1.9M reactions from USPTO patents (1976-2016). Task: Predict the product of the given reaction. (1) Given the reactants [C:1](O)(=O)[C:2]([OH:4])=[O:3].COC1C=C2C(=CC=1OC)C([CH2:21][C:22]1[CH:35]=[CH:34][C:25]([C:26]([C:28]3[CH:33]=[CH:32][CH:31]=[CH:30][CH:29]=3)=[O:27])=[CH:24][CH:23]=1)NCC2.C1(C2C=CC=CC=2)C=CC(CC2C3C(=CC(OC)=C(OC)C=3)CCN2C(=O)CCC(O)=O)=CC=1, predict the reaction product. The product is: [C:26]([C:28]1[CH:33]=[CH:32][C:31]([CH2:1][C:2]([OH:4])=[O:3])=[CH:30][CH:29]=1)(=[O:27])[C:25]1[CH:34]=[CH:35][CH:22]=[CH:23][CH:24]=1.[CH3:21][C:22]1[CH:23]=[CH:24][C:25]([C:26](=[O:27])[C:28]2[CH:29]=[CH:30][CH:31]=[CH:32][CH:33]=2)=[CH:34][CH:35]=1. (2) The product is: [Cl:1][C:2]1[C:3]([C:12]2[C:13]([F:21])=[CH:14][C:15]([Cl:20])=[C:16]([O:18][CH3:19])[C:17]=2[N+:27]([O-:29])=[O:28])=[N:4][N:5]([CH3:11])[C:6]=1[O:7][CH:8]([F:9])[F:10]. Given the reactants [Cl:1][C:2]1[C:3]([C:12]2[CH:17]=[C:16]([O:18][CH3:19])[C:15]([Cl:20])=[CH:14][C:13]=2[F:21])=[N:4][N:5]([CH3:11])[C:6]=1[O:7][CH:8]([F:10])[F:9].S(=O)(=O)(O)O.[N+:27]([O-])([OH:29])=[O:28], predict the reaction product.